From a dataset of Peptide-MHC class II binding affinity with 134,281 pairs from IEDB. Regression. Given a peptide amino acid sequence and an MHC pseudo amino acid sequence, predict their binding affinity value. This is MHC class II binding data. The binding affinity (normalized) is 0.868. The peptide sequence is GDKVAYALAQGLKVI. The MHC is DRB1_0101 with pseudo-sequence DRB1_0101.